Dataset: Catalyst prediction with 721,799 reactions and 888 catalyst types from USPTO. Task: Predict which catalyst facilitates the given reaction. (1) Reactant: [F:1][C:2]1[CH:3]=[C:4]2[C:9](=[CH:10][CH:11]=1)[CH:8]=[N+:7]([O-])[CH:6]=[CH:5]2.P(Cl)(Cl)([Cl:15])=O.[OH-].[Na+]. Product: [Cl:15][C:8]1[C:9]2[C:4](=[CH:3][C:2]([F:1])=[CH:11][CH:10]=2)[CH:5]=[CH:6][N:7]=1. The catalyst class is: 22. (2) Reactant: [Br:1][C:2]1[CH:7]=[CH:6][C:5]([C:8]2[N:13]=[C:12]([S:14][CH2:15][CH3:16])[N:11]=[C:10]([NH2:17])[CH:9]=2)=[CH:4][CH:3]=1.Br[CH2:19][CH:20](OC)OC. Product: [Br:1][C:2]1[CH:3]=[CH:4][C:5]([C:8]2[N:13]=[C:12]([S:14][CH2:15][CH3:16])[N:11]3[CH:19]=[CH:20][N:17]=[C:10]3[CH:9]=2)=[CH:6][CH:7]=1. The catalyst class is: 20. (3) The catalyst class is: 3. Product: [Si:33]([O:32][C@@H:29]1[CH2:28][CH2:27][C@H:26]([N:4]2[C:5]3[CH:10]=[CH:9][N:8]=[C:7]([O:11][CH3:12])[C:6]=3[C:2]([I:1])=[CH:3]2)[CH2:31][CH2:30]1)([C:36]([CH3:39])([CH3:38])[CH3:37])([CH3:35])[CH3:34]. Reactant: [I:1][C:2]1[C:6]2[C:7]([O:11][CH3:12])=[N:8][CH:9]=[CH:10][C:5]=2[NH:4][CH:3]=1.[H-].[Na+].CC1C=CC(S(O[C@H:26]2[CH2:31][CH2:30][C@H:29]([O:32][Si:33]([C:36]([CH3:39])([CH3:38])[CH3:37])([CH3:35])[CH3:34])[CH2:28][CH2:27]2)(=O)=O)=CC=1. (4) Reactant: [CH2:1]1[O:5][C@@H:4]2[C@H:6]([OH:9])[CH2:7][O:8][C@@H:3]2[C@@H:2]1[OH:10].C([O-])([O-])=O.[Cs+].[Cs+].Br[CH2:18][CH2:19][CH2:20][CH2:21][CH:22]=[CH2:23]. Product: [CH2:23]([O:10][C@H:2]1[C@H:3]2[O:8][CH2:7][C@@H:6]([OH:9])[C@H:4]2[O:5][CH2:1]1)[CH2:22][CH2:21][CH2:20][CH:19]=[CH2:18]. The catalyst class is: 31. (5) Reactant: [CH3:1][C:2]([O:5][C:6]([N:8]1[C@H:11]([C:12]([OH:14])=O)[CH2:10][CH2:9]1)=[O:7])([CH3:4])[CH3:3].ClC(OCC)=O.[NH3:21]. Product: [C:2]([O:5][C:6]([N:8]1[CH2:9][CH2:10][C@H:11]1[C:12](=[O:14])[NH2:21])=[O:7])([CH3:4])([CH3:3])[CH3:1]. The catalyst class is: 1. (6) Reactant: [CH3:1][O:2][C:3]1[CH:4]=[C:5]([N+:11]([O-:13])=[O:12])[C:6](O)=[N:7][C:8]=1[CH3:9].FC(F)(F)S(OS(C(F)(F)F)(=O)=O)(=O)=O.[OH2:29]. Product: [CH3:1][O:2][C:3]1[CH:4]=[C:5]([N+:11]([O-:13])=[O:12])[C:6]([NH:7][CH2:8][C:3]([O:2][CH3:1])=[O:29])=[N:7][C:8]=1[CH3:9]. The catalyst class is: 17. (7) Reactant: C([Li])CCC.Cl[C:7]1[S:8][C:9]([CH:13]2[O:17][CH2:16][CH2:15][O:14]2)=[C:10]([Cl:12])[N:11]=1. Product: [Cl:12][C:10]1[N:11]=[CH:7][S:8][C:9]=1[CH:13]1[O:17][CH2:16][CH2:15][O:14]1. The catalyst class is: 7. (8) Reactant: [OH:1][C:2]1[C:3]([O:17][CH3:18])=[CH:4][C:5]2[C:11](=[O:12])[N:10]3[CH2:13][CH2:14][CH2:15][C@H:9]3[CH:8]=[N:7][C:6]=2[CH:16]=1.[C:19]([O-:22])([O-])=O.[Cs+].[Cs+].Br[CH2:26][CH2:27][P:28]([CH2:33][CH2:34]Br)(=[O:32])[O:29][CH2:30][CH3:31]. Product: [CH3:18][O:17][C:3]1[C:2]([O:1][CH2:26][CH2:27][P:28]([CH2:33][CH2:34][O:1][C:2]2[C:3]([O:22][CH3:19])=[CH:4][C:5]3[C:11](=[O:12])[N:10]4[CH2:13][CH2:14][CH2:15][C@H:9]4[CH:8]=[N:7][C:6]=3[CH:16]=2)(=[O:32])[O:29][CH2:30][CH3:31])=[CH:16][C:6]2[N:7]=[CH:8][C@@H:9]3[CH2:15][CH2:14][CH2:13][N:10]3[C:11](=[O:12])[C:5]=2[CH:4]=1. The catalyst class is: 131. (9) Reactant: [CH2:1]([O:8][C:9]([NH:11][C@H:12]1[CH2:16][CH2:15][N:14]([C@H:17]2[CH2:26][CH2:25][C:20]3(OCC[O:21]3)[CH2:19][C@H:18]2[C:27]([O:29][CH2:30][CH3:31])=[O:28])[C:13]1=[O:32])=[O:10])[C:2]1[CH:7]=[CH:6][CH:5]=[CH:4][CH:3]=1.Cl. Product: [CH2:1]([O:8][C:9]([NH:11][C@H:12]1[CH2:16][CH2:15][N:14]([C@H:17]2[CH2:26][CH2:25][C:20](=[O:21])[CH2:19][C@H:18]2[C:27]([O:29][CH2:30][CH3:31])=[O:28])[C:13]1=[O:32])=[O:10])[C:2]1[CH:7]=[CH:6][CH:5]=[CH:4][CH:3]=1. The catalyst class is: 21.